This data is from Peptide-MHC class I binding affinity with 185,985 pairs from IEDB/IMGT. The task is: Regression. Given a peptide amino acid sequence and an MHC pseudo amino acid sequence, predict their binding affinity value. This is MHC class I binding data. (1) The peptide sequence is SLDSWWTSL. The MHC is HLA-A03:01 with pseudo-sequence HLA-A03:01. The binding affinity (normalized) is 0. (2) The peptide sequence is EVMPVSMAK. The MHC is HLA-A68:01 with pseudo-sequence HLA-A68:01. The binding affinity (normalized) is 0.829. (3) The peptide sequence is TLILAGVSLL. The MHC is HLA-A26:01 with pseudo-sequence HLA-A26:01. The binding affinity (normalized) is 0.186. (4) The peptide sequence is ARRHRILDTYL. The MHC is Mamu-B08 with pseudo-sequence Mamu-B08. The binding affinity (normalized) is 0.619. (5) The peptide sequence is NLAAQTHLY. The MHC is HLA-A02:12 with pseudo-sequence HLA-A02:12. The binding affinity (normalized) is 0.0847. (6) The peptide sequence is FSTSAYLV. The MHC is Mamu-A01 with pseudo-sequence Mamu-A01. The binding affinity (normalized) is 0.808. (7) The peptide sequence is DARYCSEFI. The MHC is HLA-A02:02 with pseudo-sequence HLA-A02:02. The binding affinity (normalized) is 0.